From a dataset of Catalyst prediction with 721,799 reactions and 888 catalyst types from USPTO. Predict which catalyst facilitates the given reaction. (1) Reactant: [C:1]([C:5]1[N:6](O)[C:7]([C:16]2[CH:21]=[CH:20][N:19]=[C:18]([F:22])[CH:17]=2)=[C:8]([C:10]2[CH:15]=[CH:14][CH:13]=[CH:12][N:11]=2)[N:9]=1)([CH3:4])([CH3:3])[CH3:2].P(OCC)(OCC)OCC.[OH-].[Na+]. Product: [C:1]([C:5]1[NH:6][C:7]([C:16]2[CH:21]=[CH:20][N:19]=[C:18]([F:22])[CH:17]=2)=[C:8]([C:10]2[CH:15]=[CH:14][CH:13]=[CH:12][N:11]=2)[N:9]=1)([CH3:4])([CH3:2])[CH3:3]. The catalyst class is: 395. (2) Reactant: [C:1]([NH:4][C:5]1[CH:13]=[C:12]([C:14]2[CH:15]=[CH:16][C:17]3[N:18]([C:20]([C:23]4[CH:28]=[CH:27][C:26]([C:29]#[N:30])=[CH:25][CH:24]=4)=[CH:21][N:22]=3)[CH:19]=2)[CH:11]=[CH:10][C:6]=1[C:7]([OH:9])=O)(=[O:3])[CH3:2].C[N:32]1[CH2:37][CH2:36][O:35][CH2:34][CH2:33]1.CN(C(ON1N=NC2C=CC=NC1=2)=[N+](C)C)C.F[P-](F)(F)(F)(F)F.N1CCOCC1. Product: [C:29]([C:26]1[CH:27]=[CH:28][C:23]([C:20]2[N:18]3[CH:19]=[C:14]([C:12]4[CH:11]=[CH:10][C:6]([C:7]([N:32]5[CH2:37][CH2:36][O:35][CH2:34][CH2:33]5)=[O:9])=[C:5]([NH:4][C:1](=[O:3])[CH3:2])[CH:13]=4)[CH:15]=[CH:16][C:17]3=[N:22][CH:21]=2)=[CH:24][CH:25]=1)#[N:30]. The catalyst class is: 31.